Dataset: Forward reaction prediction with 1.9M reactions from USPTO patents (1976-2016). Task: Predict the product of the given reaction. (1) Given the reactants Br[CH2:2][CH2:3][C:4]1[CH:9]=[CH:8][C:7]([F:10])=[CH:6][CH:5]=1.[NH:11]1[C:15](=[O:16])[CH2:14][CH2:13][C:12]1=[O:17].C(=O)([O-])[O-].[K+].[K+].[I-].[Na+], predict the reaction product. The product is: [F:10][C:7]1[CH:8]=[CH:9][C:4]([CH2:3][CH2:2][N:11]2[C:15](=[O:16])[CH2:14][CH2:13][C:12]2=[O:17])=[CH:5][CH:6]=1. (2) Given the reactants [C:1]([Cl:6])([C:3](Cl)=O)=O.CN(C=O)C.[N:12]1[C:17]2[CH:18]=[CH:19][S:20]C=2C(=O)[NH:14][CH:13]=1, predict the reaction product. The product is: [Cl:6][C:1]1[C:3]2[S:20][CH:19]=[CH:18][C:17]=2[N:12]=[CH:13][N:14]=1.